From a dataset of Experimentally validated miRNA-target interactions with 360,000+ pairs, plus equal number of negative samples. Binary Classification. Given a miRNA mature sequence and a target amino acid sequence, predict their likelihood of interaction. (1) The miRNA is mmu-miR-292a-5p with sequence ACUCAAACUGGGGGCUCUUUUG. The protein sequence of the target gene is MEHVTEGAWESLQVPLHPRVLGALRELGFPHMTPVQSATIPLFMKNKDVAAEAVTGSGKTLAFVIPILEILLRREEKLKKNQVGAIVITPTRELAIQIDEVLSHFTKHFPQFSQILWIGGRNPGEDVERFKQHGGNIIVATPGRLEDMFRRKAEGLDLASCVKSLDVLVLDEADRLLDMGFEASINTILEFLPKQRRTGLFSATQTQEVENLVRAGLRNPVRISVKEKGVAASSTQKTPSRLENHYMICKADEKFNQLVHFLRSRQQEKHLVFFSTCACVEYYGKALEALLKKVKILCIH.... Result: 1 (interaction). (2) The miRNA is hsa-miR-671-3p with sequence UCCGGUUCUCAGGGCUCCACC. The protein sequence of the target gene is MNIFRLTGDLSHLAAIVILLLKIWKTRSCAGISGKSQLLFALVFTTRYLDLFTSFISLYNTSMKVIYLACSYATVYLIYLKFKATYDGNHDTFRVEFLVVPVGGLSFLVNHDFSPLEILWTFSIYLESVAILPQLFMISKTGEAETITTHYLFFLGLYRALYLVNWIWRFYFEGFFDLIAVVAGVVQTILYCDFFYLYITKVLKGKKLSLPA. Result: 0 (no interaction). (3) The miRNA is hsa-miR-3196 with sequence CGGGGCGGCAGGGGCCUC. The protein sequence of the target gene is MAADTPGKPSASPMAGAPASASRTPDKPRSAAEHRKSSKPVMEKRRRARINESLAQLKTLILDALRKESSRHSKLEKADILEMTVRHLRSLRRVQVTAALSADPAVLGKYRAGFHECLAEVNRFLAGCEGVPADVRSRLLGHLAACLRQLGPSRRPASLSPAAPAEAPAPEVYAGRPLLPSLGGPFPLLAPPLLPGLTRALPAAPRAGPQGPGGPWRPWLR. Result: 0 (no interaction).